Dataset: Full USPTO retrosynthesis dataset with 1.9M reactions from patents (1976-2016). Task: Predict the reactants needed to synthesize the given product. (1) The reactants are: [C:1](Cl)(=[O:5])[C:2](Cl)=[O:3].[N+:7]([C:10]1[CH:11]=[C:12]2[C:16](=[CH:17][CH:18]=1)[NH:15][CH:14]=[CH:13]2)([O-:9])=[O:8].C1(=O)[NH:23]C(=O)C2=CC=CC=C12. Given the product [NH2:23][C:1](=[O:5])[C:2]([C:13]1[C:12]2[C:16](=[CH:17][CH:18]=[C:10]([N+:7]([O-:9])=[O:8])[CH:11]=2)[NH:15][CH:14]=1)=[O:3], predict the reactants needed to synthesize it. (2) Given the product [F:1][C:2]1[CH:7]=[CH:6][C:5]([CH2:8][CH2:9][CH2:10][N:12]2[CH2:13][CH:14]3[CH:16]([C:15]3([C:19]3[CH:20]=[C:21]([NH:25][S:26]([CH3:29])(=[O:27])=[O:28])[CH:22]=[CH:23][CH:24]=3)[CH3:18])[CH2:17]2)=[CH:4][CH:3]=1, predict the reactants needed to synthesize it. The reactants are: [F:1][C:2]1[CH:7]=[CH:6][C:5]([CH2:8][CH2:9][C:10]([N:12]2[CH2:17][CH:16]3[CH:14]([C:15]3([C:19]3[CH:20]=[C:21]([NH:25][S:26]([CH3:29])(=[O:28])=[O:27])[CH:22]=[CH:23][CH:24]=3)[CH3:18])[CH2:13]2)=O)=[CH:4][CH:3]=1.[H-].[Al+3].[Li+].[H-].[H-].[H-].O.C(=O)([O-])O.[Na+]. (3) Given the product [CH2:1]([O:3][C:4](=[O:25])[C:5]1[CH:10]=[C:9]([S:11][C:12]2[C:20]3[C:15](=[C:16]([F:22])[C:17]([Cl:21])=[CH:18][CH:19]=3)[N:14]([C:27]3[CH:28]=[N:29][N:30]([CH2:32][CH3:33])[CH:31]=3)[C:13]=2[CH3:23])[CH:8]=[CH:7][C:6]=1[CH3:24])[CH3:2], predict the reactants needed to synthesize it. The reactants are: [CH2:1]([O:3][C:4](=[O:25])[C:5]1[CH:10]=[C:9]([S:11][C:12]2[C:20]3[C:15](=[C:16]([F:22])[C:17]([Cl:21])=[CH:18][CH:19]=3)[NH:14][C:13]=2[CH3:23])[CH:8]=[CH:7][C:6]=1[CH3:24])[CH3:2].Br[C:27]1[CH:28]=[N:29][N:30]([CH2:32][CH3:33])[CH:31]=1. (4) Given the product [CH3:13][O:12][C:10](=[O:11])[CH2:9][C:8]([C:5]1[CH:4]=[CH:3][C:2]([C:10]([O:12][CH3:13])=[O:11])=[CH:7][N:6]=1)([CH3:15])[CH3:14], predict the reactants needed to synthesize it. The reactants are: Br[C:2]1[CH:3]=[CH:4][C:5]([C:8]([CH3:15])([CH3:14])[CH2:9][C:10]([O:12][CH3:13])=[O:11])=[N:6][CH:7]=1.CCN(CC)CC. (5) Given the product [Br:16][C:17]1[CH:18]=[CH:19][C:20]2[N:21]([C:9]([O:11][C:12]([CH3:13])([CH3:14])[CH3:15])=[O:10])[C:22]3[C:27]([C:28]=2[CH:29]=1)=[CH:26][CH:25]=[CH:24][CH:23]=3, predict the reactants needed to synthesize it. The reactants are: [C:9](O[C:9]([O:11][C:12]([CH3:15])([CH3:14])[CH3:13])=[O:10])([O:11][C:12]([CH3:15])([CH3:14])[CH3:13])=[O:10].[Br:16][C:17]1[CH:18]=[CH:19][C:20]2[NH:21][C:22]3[C:27]([C:28]=2[CH:29]=1)=[CH:26][CH:25]=[CH:24][CH:23]=3.O. (6) Given the product [C:1]1([C:7]2[S:8][CH:9]=[C:10]([CH2:12][CH2:13][CH2:14][CH2:15][CH2:16][CH:17]=[O:18])[N:11]=2)[CH:2]=[CH:3][CH:4]=[CH:5][CH:6]=1, predict the reactants needed to synthesize it. The reactants are: [C:1]1([C:7]2[S:8][CH:9]=[C:10]([CH2:12][CH2:13][CH2:14][CH2:15][CH2:16][C:17](OC)=[O:18])[N:11]=2)[CH:6]=[CH:5][CH:4]=[CH:3][CH:2]=1.CC(C[AlH]CC(C)C)C.CO.[C@H](O)(C([O-])=O)[C@@H](O)C([O-])=O.[Na+].[K+].